From a dataset of Full USPTO retrosynthesis dataset with 1.9M reactions from patents (1976-2016). Predict the reactants needed to synthesize the given product. (1) Given the product [CH3:1][O:2][C:3]1[CH:4]=[C:5](/[CH:14]=[CH:15]/[C:16]([OH:18])=[O:17])[CH:6]=[C:7]([O:9][C:10]([F:13])([F:12])[F:11])[CH:8]=1, predict the reactants needed to synthesize it. The reactants are: [CH3:1][O:2][C:3]1[CH:4]=[C:5](/[CH:14]=[CH:15]/[C:16]([O:18]C(C)(C)C)=[O:17])[CH:6]=[C:7]([O:9][C:10]([F:13])([F:12])[F:11])[CH:8]=1.FC(F)(F)C(O)=O. (2) Given the product [ClH:24].[CH3:1][N:2]1[CH2:7][CH2:6][C:5]2[O:8][C:9]3[CH:14]=[CH:13][C:12]([S:15]([C:18]4[CH:23]=[CH:22][CH:21]=[CH:20][CH:19]=4)(=[O:17])=[O:16])=[CH:11][C:10]=3[C:4]=2[CH2:3]1, predict the reactants needed to synthesize it. The reactants are: [CH3:1][N:2]1[CH2:7][CH2:6][C:5]2[O:8][C:9]3[CH:14]=[CH:13][C:12]([S:15]([C:18]4[CH:23]=[CH:22][CH:21]=[CH:20][CH:19]=4)(=[O:17])=[O:16])=[CH:11][C:10]=3[C:4]=2[CH2:3]1.[ClH:24]. (3) Given the product [Cl:1][C:2]1[N:7]=[C:6]([C:8]2[S:35][C:34]([CH:36]3[CH2:41][CH2:40][N:39]([C:42]([O:44][C:45]([CH3:48])([CH3:47])[CH3:46])=[O:43])[CH2:38][CH2:37]3)=[N:33][C:9]=2[C:11]2[CH:16]=[CH:15][CH:14]=[C:13]([NH:17][C:18]([O:19][CH2:20][CH:21]=[CH2:22])=[O:23])[C:12]=2[F:24])[CH:5]=[CH:4][N:3]=1, predict the reactants needed to synthesize it. The reactants are: [Cl:1][C:2]1[N:7]=[C:6]([CH2:8][C:9]([C:11]2[C:12]([F:24])=[C:13]([NH:17][C:18](=[O:23])[O:19][CH2:20][CH:21]=[CH2:22])[CH:14]=[CH:15][CH:16]=2)=O)[CH:5]=[CH:4][N:3]=1.C1C(=O)N(Br)C(=O)C1.[NH2:33][C:34]([CH:36]1[CH2:41][CH2:40][N:39]([C:42]([O:44][C:45]([CH3:48])([CH3:47])[CH3:46])=[O:43])[CH2:38][CH2:37]1)=[S:35]. (4) Given the product [CH2:1]([O:3][C:4]([C:6]1([C:9]2[CH:10]=[CH:11][C:12]([C:15]3[CH:16]=[CH:17][C:18]([C:21](=[O:23])[CH3:22])=[CH:19][CH:20]=3)=[CH:13][CH:14]=2)[CH2:8][CH2:7]1)=[O:5])[CH3:2], predict the reactants needed to synthesize it. The reactants are: [CH2:1]([O:3][C:4]([C:6]1([C:9]2[CH:14]=[CH:13][C:12]([C:15]3[CH:20]=[CH:19][CH:18]=[CH:17][CH:16]=3)=[CH:11][CH:10]=2)[CH2:8][CH2:7]1)=[O:5])[CH3:2].[C:21](Cl)(=[O:23])[CH3:22].[Cl-].[Al+3].[Cl-].[Cl-].Cl. (5) Given the product [CH2:32]([C:31]1[C:23]([O:22][CH2:15][C:16]2[CH:17]=[CH:18][CH:19]=[CH:20][CH:21]=2)=[C:24]2[C:28](=[C:29]([O:4][CH3:1])[CH:30]=1)[CH:9]1[CH2:27][CH2:26][CH:25]2[CH2:7][CH2:8]1)[CH:33]=[CH2:34], predict the reactants needed to synthesize it. The reactants are: [C:1](=[O:4])([O-])[O-].[K+].[K+].[CH2:7](Br)[C:8]1C=CC=C[CH:9]=1.[CH2:15]([O:22][C:23]1[C:24]2[CH2:25][CH2:26][CH2:27][C:28]=2[CH:29]=[CH:30][C:31]=1[CH2:32][CH:33]=[CH2:34])[C:16]1[CH:21]=[CH:20][CH:19]=[CH:18][CH:17]=1. (6) Given the product [O:2]=[P:1]([Cl:5])([Cl:4])[Cl:3].[N:7]1[CH:12]=[CH:11][CH:10]=[CH:9][CH:8]=1, predict the reactants needed to synthesize it. The reactants are: [P:1]([Cl:5])([Cl:4])([Cl:3])=[O:2].Cl.[N:7]1[CH:12]=[CH:11][CH:10]=[CH:9][CH:8]=1. (7) Given the product [CH:1]1([NH:4][C:5]2[CH:13]=[CH:12][C:11]([F:14])=[CH:10][C:6]=2[C:7]([NH:50][C:46]([CH3:47])([C:48]#[CH:49])[CH3:45])=[O:9])[CH2:2][CH2:3]1, predict the reactants needed to synthesize it. The reactants are: [CH:1]1([NH:4][C:5]2[CH:13]=[CH:12][C:11]([F:14])=[CH:10][C:6]=2[C:7]([OH:9])=O)[CH2:3][CH2:2]1.CCN=C=NCCCN(C)C.C1C=CC2N(O)N=NC=2C=1.CCN(C(C)C)C(C)C.[CH3:45][C:46]([NH2:50])([C:48]#[CH:49])[CH3:47]. (8) The reactants are: [NH2:1][C:2]1[CH:37]=[CH:36][C:5]([O:6][C:7]2[CH:12]=[CH:11][N:10]=[C:9]3[CH:13]=[C:14]([C:16]4[CH:17]=[C:18]([CH:33]=[CH:34][CH:35]=4)[CH2:19][CH2:20][N:21]([CH2:29][CH2:30][O:31][CH3:32])C(=O)OC(C)(C)C)[S:15][C:8]=23)=[C:4]([F:38])[CH:3]=1.C(O)C.C1(C)C=CC=CC=1.[F:49][C:50]1[CH:55]=[CH:54][C:53]([CH2:56][C:57]([N:59]=[C:60]=[S:61])=[O:58])=[CH:52][CH:51]=1.FC(F)(F)C(O)=O. Given the product [F:38][C:4]1[CH:3]=[C:2]([NH:1][C:60]([NH:59][C:57](=[O:58])[CH2:56][C:53]2[CH:54]=[CH:55][C:50]([F:49])=[CH:51][CH:52]=2)=[S:61])[CH:37]=[CH:36][C:5]=1[O:6][C:7]1[CH:12]=[CH:11][N:10]=[C:9]2[CH:13]=[C:14]([C:16]3[CH:35]=[CH:34][CH:33]=[C:18]([CH2:19][CH2:20][NH:21][CH2:29][CH2:30][O:31][CH3:32])[CH:17]=3)[S:15][C:8]=12, predict the reactants needed to synthesize it. (9) The reactants are: [F:1][C:2]([F:35])([F:34])[C:3]1[CH:33]=[CH:32][C:6]([CH2:7][N:8]2[C:30](=[O:31])[N:11]3[N:12]=[CH:13][C:14]([C:23]4[CH:28]=[CH:27][C:26]([Cl:29])=[CH:25][CH:24]=4)=[C:15]([C:16]4[CH:21]=[CH:20][C:19]([Cl:22])=[CH:18][CH:17]=4)[C:10]3=[N:9]2)=[CH:5][CH:4]=1.[CH3:36][Mg]Br.CO. Given the product [F:35][C:2]([F:1])([F:34])[C:3]1[CH:33]=[CH:32][C:6]([CH2:7][N:8]2[C:30](=[O:31])[N:11]3[NH:12][CH:13]([CH3:36])[C:14]([C:23]4[CH:28]=[CH:27][C:26]([Cl:29])=[CH:25][CH:24]=4)=[C:15]([C:16]4[CH:17]=[CH:18][C:19]([Cl:22])=[CH:20][CH:21]=4)[C:10]3=[N:9]2)=[CH:5][CH:4]=1, predict the reactants needed to synthesize it. (10) Given the product [NH2:44][CH2:2][CH2:3][O:4][CH2:5][C:6]1[NH:11][C:10]([CH3:12])=[C:9]([C:13]([O:15][CH3:16])=[O:14])[CH:8]([C:17]2[CH:22]=[CH:21][CH:20]=[C:19]([Cl:23])[CH:18]=2)[C:7]=1[C:24](=[O:41])[NH:25][CH2:26][CH2:27][CH:28]([C:29]1[CH:34]=[CH:33][CH:32]=[CH:31][CH:30]=1)[C:35]1[CH:36]=[CH:37][CH:38]=[CH:39][CH:40]=1, predict the reactants needed to synthesize it. The reactants are: Cl[CH2:2][CH2:3][O:4][CH2:5][C:6]1[NH:11][C:10]([CH3:12])=[C:9]([C:13]([O:15][CH3:16])=[O:14])[CH:8]([C:17]2[CH:22]=[CH:21][CH:20]=[C:19]([Cl:23])[CH:18]=2)[C:7]=1[C:24](=[O:41])[NH:25][CH2:26][CH2:27][CH:28]([C:35]1[CH:40]=[CH:39][CH:38]=[CH:37][CH:36]=1)[C:29]1[CH:34]=[CH:33][CH:32]=[CH:31][CH:30]=1.[I-].[Na+].[N-:44]=[N+]=[N-].[Na+].CN(C=O)C.